This data is from Catalyst prediction with 721,799 reactions and 888 catalyst types from USPTO. The task is: Predict which catalyst facilitates the given reaction. (1) Reactant: Br[C:2]1[N:10]2[C:5]([N:6]=[N:7][C:8]3[C:14]([O:15][CH3:16])=[CH:13][C:12]([C:17]([F:20])([F:19])[F:18])=[CH:11][C:9]=32)=[C:4]([CH3:21])[N:3]=1.[S:22]1[CH:26]=[CH:25][CH:24]=[C:23]1B(O)O.C(=O)([O-])[O-].[Na+].[Na+]. Product: [CH3:16][O:15][C:14]1[C:8]2[N:7]=[N:6][C:5]3=[C:4]([CH3:21])[N:3]=[C:2]([C:23]4[S:22][CH:26]=[CH:25][CH:24]=4)[N:10]3[C:9]=2[CH:11]=[C:12]([C:17]([F:20])([F:19])[F:18])[CH:13]=1. The catalyst class is: 70. (2) Reactant: C([N:8]1[CH2:13][CH2:12][CH:11]([N:14]2[CH2:19][CH2:18][N:17]([C:20](=[O:54])[C@H:21]([NH:33][C:34]([N:36]3[CH2:41][CH2:40][CH:39]([N:42]4[CH2:48][CH2:47][C:46]5[CH:49]=[CH:50][CH:51]=[CH:52][C:45]=5[NH:44][C:43]4=[O:53])[CH2:38][CH2:37]3)=[O:35])[CH2:22][C:23]3[CH:32]=[CH:31][C:30]4[CH2:29][CH2:28][CH2:27][CH2:26][C:25]=4[CH:24]=3)[CH2:16][CH2:15]2)[CH2:10][CH2:9]1)C1C=CC=CC=1.[H][H]. Product: [O:54]=[C:20]([N:17]1[CH2:18][CH2:19][N:14]([CH:11]2[CH2:12][CH2:13][NH:8][CH2:9][CH2:10]2)[CH2:15][CH2:16]1)[C@H:21]([NH:33][C:34]([N:36]1[CH2:37][CH2:38][CH:39]([N:42]2[CH2:48][CH2:47][C:46]3[CH:49]=[CH:50][CH:51]=[CH:52][C:45]=3[NH:44][C:43]2=[O:53])[CH2:40][CH2:41]1)=[O:35])[CH2:22][C:23]1[CH:32]=[CH:31][C:30]2[CH2:29][CH2:28][CH2:27][CH2:26][C:25]=2[CH:24]=1. The catalyst class is: 19. (3) Reactant: [Cl:1][C:2]1[C:3]([N:30]([CH3:32])[CH3:31])=[CH:4][C:5]2[O:10][CH:9]([C:11]([N:13]3[CH2:18][CH2:17][C:16]([CH2:21][C:22]4[CH:27]=[CH:26][C:25]([F:28])=[CH:24][CH:23]=4)([C:19]#[N:20])[CH2:15][CH2:14]3)=[O:12])[CH2:8][NH:7][C:6]=2[CH:29]=1.C(N(CC)CC)C.[C:40](Cl)(=[O:42])[CH3:41]. Product: [C:40]([N:7]1[C:6]2[CH:29]=[C:2]([Cl:1])[C:3]([N:30]([CH3:31])[CH3:32])=[CH:4][C:5]=2[O:10][CH:9]([C:11]([N:13]2[CH2:14][CH2:15][C:16]([CH2:21][C:22]3[CH:23]=[CH:24][C:25]([F:28])=[CH:26][CH:27]=3)([C:19]#[N:20])[CH2:17][CH2:18]2)=[O:12])[CH2:8]1)(=[O:42])[CH3:41]. The catalyst class is: 2. (4) The catalyst class is: 39. Reactant: [S:1]1[CH:5]=[CH:4][CH:3]=[C:2]1[CH2:6][C:7]([OH:9])=O.CN(C(ON1N=NC2C=CC=NC1=2)=[N+](C)C)C.F[P-](F)(F)(F)(F)F.Cl.[CH2:35]([O:37][C:38](=[O:57])[C@H:39]([CH3:56])[CH2:40][C@H:41]([NH2:55])[CH2:42][C:43]1[CH:48]=[CH:47][C:46]([C:49]2[CH:54]=[CH:53][CH:52]=[CH:51][CH:50]=2)=[CH:45][CH:44]=1)[CH3:36].C(N(CC)CC)C. Product: [CH2:35]([O:37][C:38](=[O:57])[C@H:39]([CH3:56])[CH2:40][C@H:41]([NH:55][C:7](=[O:9])[CH2:6][C:2]1[S:1][CH:5]=[CH:4][CH:3]=1)[CH2:42][C:43]1[CH:44]=[CH:45][C:46]([C:49]2[CH:54]=[CH:53][CH:52]=[CH:51][CH:50]=2)=[CH:47][CH:48]=1)[CH3:36]. (5) Reactant: Cl.[CH3:2][NH:3][CH3:4].[C:5]1(=O)[CH2:9][CH2:8][CH2:7][CH2:6]1.[C-:11]#[N:12].[K+]. Product: [CH3:2][N:3]([CH3:4])[C:5]1([C:11]#[N:12])[CH2:9][CH2:8][CH2:7][CH2:6]1. The catalyst class is: 6. (6) Reactant: [CH3:1][O:2][C:3]1[CH:4]=[C:5]([CH:8]=[C:9]([O:11][CH3:12])[CH:10]=1)[CH:6]=O.C(O)(=O)[CH2:14][C:15]([OH:17])=[O:16].N1CCCCC1. Product: [CH3:1][O:2][C:3]1[CH:4]=[C:5]([CH:6]=[CH:14][C:15]([OH:17])=[O:16])[CH:8]=[C:9]([O:11][CH3:12])[CH:10]=1. The catalyst class is: 17.